Dataset: Reaction yield outcomes from USPTO patents with 853,638 reactions. Task: Predict the reaction yield, written as a fraction of the theoretical maximum amount of product (1.0 means a 100% yield; for example, 0.34 means a 34% yield). (1) The reactants are [CH3:1][S:2]([C:30]1[CH:35]=[CH:34][C:33]([CH2:36][CH2:37][C:38](O)=[O:39])=[CH:32][CH:31]=1)(=[N:4][C:5]([C:7]1[CH:8]=[N:9][CH:10]=[C:11]([C:13]#[C:14][C:15]2[CH:20]=[CH:19][CH:18]=[C:17]([NH:21][C:22]([C:24]3[O:25][CH:26]=[CH:27][C:28]=3[CH3:29])=[O:23])[CH:16]=2)[CH:12]=1)=[O:6])=[O:3].F[P-](F)(F)(F)(F)F.N1(O[P+](N(C)C)(N(C)C)N(C)C)C2C=CC=CC=2N=N1.[NH:68]1[CH2:73][CH2:72][O:71][CH2:70][CH2:69]1. The catalyst is CN(C=O)C.CCOC(C)=O. The product is [CH3:29][C:28]1[CH:27]=[CH:26][O:25][C:24]=1[C:22]([NH:21][C:17]1[CH:16]=[C:15]([C:14]#[C:13][C:11]2[CH:10]=[N:9][CH:8]=[C:7]([CH:12]=2)[C:5]([N:4]=[S:2]([CH3:1])([C:30]2[CH:31]=[CH:32][C:33]([CH2:36][CH2:37][C:38]([N:68]3[CH2:73][CH2:72][O:71][CH2:70][CH2:69]3)=[O:39])=[CH:34][CH:35]=2)=[O:3])=[O:6])[CH:20]=[CH:19][CH:18]=1)=[O:23]. The yield is 0.410. (2) The reactants are [CH2:1]([O:5][C:6]1[CH:11]=[CH:10][CH:9]=[CH:8][C:7]=1I)[CH:2]=[CH:3][CH3:4].[C:13]([O-])([O-])=O.[Na+].[Na+].CC([O-])=O.[Na+]. The catalyst is CN(C=O)C.[N+](CCCC)(CCCC)(CCCC)CCCC.[Cl-].CCOC(C)=O.CC([O-])=O.CC([O-])=O.[Pd+2]. The product is [CH2:3]([C:2]1[C:7]2[CH:8]=[CH:9][CH:10]=[CH:11][C:6]=2[O:5][CH:1]=1)[CH2:4][CH3:13]. The yield is 0.810. (3) The reactants are [NH:1]([C:6]([O:8][C:9]([CH3:12])([CH3:11])[CH3:10])=[O:7])[CH2:2][C:3]([OH:5])=O.[S:13]1[C:17]2[CH:18]=[C:19]([NH2:22])[CH:20]=[CH:21][C:16]=2[N:15]=[C:14]1[NH2:23]. No catalyst specified. The product is [NH2:23][C:14]1[S:13][C:17]2[CH:18]=[C:19]([NH:22][C:3](=[O:5])[CH2:2][NH:1][C:6](=[O:7])[O:8][C:9]([CH3:12])([CH3:11])[CH3:10])[CH:20]=[CH:21][C:16]=2[N:15]=1. The yield is 0.200. (4) The reactants are C(OC([NH:8][CH2:9][CH2:10][O:11][CH2:12][CH2:13][O:14][CH2:15][C:16]([O:18][CH2:19][CH3:20])=[O:17])=O)(C)(C)C.[ClH:21]. The catalyst is O1CCOCC1. The product is [ClH:21].[NH2:8][CH2:9][CH2:10][O:11][CH2:12][CH2:13][O:14][CH2:15][C:16]([O:18][CH2:19][CH3:20])=[O:17]. The yield is 0.990. (5) The reactants are [CH2:1](N(CC)CC)C.IC.[OH:10][CH:11]1[CH2:16][CH2:15][CH2:14][N:13]([C:17]2[CH:26]=[C:25]3[C:20]([CH:21]=[C:22]([C:28]4[CH:33]=[CH:32][CH:31]=[CH:30][C:29]=4[N:34]4[CH2:39][CH2:38][NH:37][CH2:36][CH2:35]4)[NH:23][C:24]3=[O:27])=[CH:19][CH:18]=2)[CH2:12]1. The catalyst is C(#N)C. The product is [OH:10][CH:11]1[CH2:16][CH2:15][CH2:14][N:13]([C:17]2[CH:26]=[C:25]3[C:20]([CH:21]=[C:22]([C:28]4[CH:33]=[CH:32][CH:31]=[CH:30][C:29]=4[N:34]4[CH2:39][CH2:38][N:37]([CH3:1])[CH2:36][CH2:35]4)[NH:23][C:24]3=[O:27])=[CH:19][CH:18]=2)[CH2:12]1. The yield is 0.480. (6) The reactants are O[C@@H]1CCN([C:24]([C:25]2[CH:30]=[CH:29][C:28](OC(F)(F)F)=[CH:27][CH:26]=2)=O)[C@H]1C(NO[CH2:24][C:25]1[CH:30]=[CH:29][CH:28]=[CH:27][CH:26]=1)=O.CCN=C=N[CH2:36][CH2:37][CH2:38]N(C)C.[CH:42]1[CH:43]=[CH:44][C:45]2N(O)N=N[C:46]=2[CH:47]=1.COC(=O)[CH:55]([NH:65][C:66](=[O:84])[C:67]1[CH:72]=[CH:71][C:70]([C:73]#[C:74]C#CC2C=CC(N)=CC=2)=[CH:69][CH:68]=1)[CH2:56][NH:57]C(OC(C)(C)C)=O.CCN(C(C)C)[CH:89]([CH3:91])[CH3:90]. The catalyst is CN(C=O)C.CCOC(C)=O. The product is [C:24]([CH:56]([NH2:57])[CH2:55][NH:65][C:66](=[O:84])[C:67]1[CH:68]=[CH:69][C:70]([C:73]#[CH:74])=[CH:71][CH:72]=1)([C:25]1[CH:26]=[CH:27][CH:28]=[CH:29][CH:30]=1)([C:36]1[CH:37]=[CH:38][CH:91]=[CH:89][CH:90]=1)[C:46]1[CH:45]=[CH:44][CH:43]=[CH:42][CH:47]=1. The yield is 0.970.